Dataset: Forward reaction prediction with 1.9M reactions from USPTO patents (1976-2016). Task: Predict the product of the given reaction. (1) Given the reactants C1C=C(Cl)C=C(C(OO)=[O:9])C=1.[CH3:12][C:13]([OH:37])([CH3:36])[CH2:14][N:15]1[C:27]2[C:26]3[CH:25]=[CH:24][CH:23]=[CH:22][C:21]=3[N:20]=[CH:19][C:18]=2[N:17]=[C:16]1[CH2:28][CH2:29][C:30]1([CH3:35])[O:34][CH2:33][CH2:32][O:31]1, predict the reaction product. The product is: [CH3:36][C:13]([OH:37])([CH3:12])[CH2:14][N:15]1[C:27]2[C:26]3[CH:25]=[CH:24][CH:23]=[CH:22][C:21]=3[N+:20]([O-:9])=[CH:19][C:18]=2[N:17]=[C:16]1[CH2:28][CH2:29][C:30]1([CH3:35])[O:34][CH2:33][CH2:32][O:31]1. (2) The product is: [CH:7]1([C:5]2[CH2:4][C:3](=[O:10])[N:17]([C:11]3[CH:16]=[CH:15][CH:14]=[CH:13][CH:12]=3)[N:18]=2)[CH2:8][CH2:9]1. Given the reactants CO[C:3](=[O:10])[CH2:4][C:5]([CH:7]1[CH2:9][CH2:8]1)=O.[C:11]1([NH:17][NH2:18])[CH:16]=[CH:15][CH:14]=[CH:13][CH:12]=1, predict the reaction product.